Dataset: Reaction yield outcomes from USPTO patents with 853,638 reactions. Task: Predict the reaction yield, written as a fraction of the theoretical maximum amount of product (1.0 means a 100% yield; for example, 0.34 means a 34% yield). (1) The reactants are [Cl:1][CH2:2][C:3]([C:6]1[CH:11]=[CH:10][CH:9]=[CH:8][CH:7]=1)([CH3:5])[CH3:4].[N+:12]([O-])([OH:14])=[O:13].OS(O)(=O)=O.C([O-])(O)=O.[Na+]. No catalyst specified. The product is [Cl:1][CH2:2][C:3]([C:6]1[CH:11]=[CH:10][C:9]([N+:12]([O-:14])=[O:13])=[CH:8][CH:7]=1)([CH3:5])[CH3:4]. The yield is 0.930. (2) The reactants are [CH2:1]([NH:8][C:9]([C@@H:11]1[CH2:15][C@H:14]([NH:16][C:17](=[O:66])[C:18]2[CH:23]=[CH:22][C:21]([C:24]([N:26]3[C:32]4[CH:33]=[CH:34][CH:35]=[CH:36][C:31]=4[N:30]([CH2:37][C:38]4[C:47]5[C:42](=[CH:43][C:44]([Br:48])=[CH:45][CH:46]=5)[CH:41]=[CH:40][C:39]=4[O:49][CH3:50])[C:29](=[O:51])[C@@H:28]([NH:52][C:53](=[O:65])[C@@H:54]([N:56](C(OC(C)(C)C)=O)[CH3:57])[CH3:55])[CH2:27]3)=[O:25])=[CH:20][CH:19]=2)[CH2:13][N:12]1[C:67](=[O:89])[C@@H:68]([NH:75][C:76](=[O:88])[C@@H:77]([N:79](C)[C:80](=O)OC(C)(C)C)[CH3:78])[CH:69]1[CH2:74][CH2:73][CH2:72][CH2:71][CH2:70]1)=[O:10])[C:2]1[CH:7]=[CH:6][CH:5]=[CH:4][CH:3]=1.C([Cl:93])(=O)C. The catalyst is CO. The product is [ClH:93].[ClH:93].[CH2:1]([NH:8][C:9]([C@@H:11]1[CH2:15][C@H:14]([NH:16][C:17](=[O:66])[C:18]2[CH:23]=[CH:22][C:21]([C:24]([N:26]3[C:32]4[CH:33]=[CH:34][CH:35]=[CH:36][C:31]=4[N:30]([CH2:37][C:38]4[C:47]5[C:42](=[CH:43][C:44]([Br:48])=[CH:45][CH:46]=5)[CH:41]=[CH:40][C:39]=4[O:49][CH3:50])[C:29](=[O:51])[C@@H:28]([NH:52][C:53](=[O:65])[C@@H:54]([NH:56][CH3:57])[CH3:55])[CH2:27]3)=[O:25])=[CH:20][CH:19]=2)[CH2:13][N:12]1[C:67](=[O:89])[C@H:68]([CH:69]1[CH2:70][CH2:71][CH2:72][CH2:73][CH2:74]1)[NH:75][C:76](=[O:88])[C@@H:77]([NH:79][CH3:80])[CH3:78])=[O:10])[C:2]1[CH:7]=[CH:6][CH:5]=[CH:4][CH:3]=1. The yield is 0.980. (3) The reactants are [CH2:1]([C:4]1([C:20]2[CH:25]=[CH:24][C:23]([F:26])=[CH:22][CH:21]=2)[O:9][C:8](=[O:10])[N:7]([CH:11]([C:13]2[CH:18]=[CH:17][C:16](Br)=[CH:15][N:14]=2)[CH3:12])[CH2:6][CH2:5]1)[CH:2]=[CH2:3].[F:27][C:28]1[CH:33]=[C:32]([F:34])[CH:31]=[CH:30][C:29]=1B(O)O.C([O-])([O-])=O.[Cs+].[Cs+]. The catalyst is O1CCOCC1.Cl[Pd](Cl)([P](C1C=CC=CC=1)(C1C=CC=CC=1)C1C=CC=CC=1)[P](C1C=CC=CC=1)(C1C=CC=CC=1)C1C=CC=CC=1. The product is [CH2:1]([C:4]1([C:20]2[CH:25]=[CH:24][C:23]([F:26])=[CH:22][CH:21]=2)[O:9][C:8](=[O:10])[N:7]([CH:11]([C:13]2[CH:18]=[CH:17][C:16]([C:31]3[CH:30]=[CH:29][C:28]([F:27])=[CH:33][C:32]=3[F:34])=[CH:15][N:14]=2)[CH3:12])[CH2:6][CH2:5]1)[CH:2]=[CH2:3]. The yield is 0.460. (4) The reactants are [NH2:1][C@H:2]([C:5]([OH:7])=[O:6])[CH2:3][OH:4].C[Si](Cl)(C)C.C(N(CC)CC)C.[C:20]1([C:26]([C:34]2[CH:39]=[CH:38][CH:37]=[CH:36][CH:35]=2)([C:28]2[CH:33]=[CH:32][CH:31]=[CH:30][CH:29]=2)Cl)[CH:25]=[CH:24][CH:23]=[CH:22][CH:21]=1. The catalyst is C(Cl)Cl.CO. The product is [C:20]1([C:26]([C:28]2[CH:29]=[CH:30][CH:31]=[CH:32][CH:33]=2)([C:34]2[CH:35]=[CH:36][CH:37]=[CH:38][CH:39]=2)[NH:1][C@H:2]([C:5]([OH:7])=[O:6])[CH2:3][OH:4])[CH:21]=[CH:22][CH:23]=[CH:24][CH:25]=1. The yield is 0.0500. (5) The reactants are C(=O)(O[C:14]([C:16]1[CH:21]=[CH:20][C:19]([C:22]([F:25])([F:24])[F:23])=[CH:18][CH:17]=1)=[O:15])OC1C=CC(C(F)(F)F)=CC=1.[N:27]1([CH2:33][CH2:34][CH2:35][O:36][C:37]2[CH:42]=[CH:41][C:40]([N:43]3[CH2:48][CH2:47][NH:46][CH2:45][CH2:44]3)=[CH:39][CH:38]=2)[CH2:32][CH2:31][CH2:30][CH2:29][CH2:28]1. The catalyst is ClCCl. The product is [N:27]1([CH2:33][CH2:34][CH2:35][O:36][C:37]2[CH:42]=[CH:41][C:40]([N:43]3[CH2:44][CH2:45][N:46]([C:14]([C:16]4[CH:17]=[CH:18][C:19]([C:22]([F:23])([F:24])[F:25])=[CH:20][CH:21]=4)=[O:15])[CH2:47][CH2:48]3)=[CH:39][CH:38]=2)[CH2:32][CH2:31][CH2:30][CH2:29][CH2:28]1. The yield is 0.870. (6) The reactants are [Br:1][C:2]1[C:7]([C:8]([O:10][CH3:11])=[O:9])=[C:6]([N+:12]([O-])=O)[C:5]([NH:15][CH:16]([CH2:18]C(OCC)=O)[CH3:17])=[CH:4][CH:3]=1.[Sn](Cl)Cl.[C:27](OCC)(=[O:29])C.C(=O)([O-])O.[Na+]. The catalyst is C(O)C. The product is [Br:1][C:2]1[C:7]([C:8]([O:10][CH3:11])=[O:9])=[C:6]2[C:5]([NH:15][C:16]([CH3:17])([CH3:18])[C:27](=[O:29])[NH:12]2)=[CH:4][CH:3]=1. The yield is 0.700. (7) The yield is 0.810. The product is [NH2:62][C:54]([C:49]1[CH:48]=[CH:47][C:46]2[C:51](=[CH:52][CH:53]=[C:44]([O:43][C:42]3[CH:63]=[CH:64][C:39]([O:38][CH2:31][C:32]4[CH:37]=[CH:36][CH:35]=[CH:34][CH:33]=4)=[CH:40][CH:41]=3)[CH:45]=2)[CH:50]=1)([CH2:55][OH:56])[CH2:59][OH:58]. The reactants are NC(C1C=CC2C(=CC=C(OC3C=CC(OC4C=CC=CC=4)=CC=3)C=2)C=1)(CO)CO.[CH2:31]([O:38][C:39]1[CH:64]=[CH:63][C:42]([O:43][C:44]2[CH:45]=[C:46]3[C:51](=[CH:52][CH:53]=2)[CH:50]=[C:49]([C:54]2([NH2:62])[CH2:59][O:58]C(C)(C)[O:56][CH2:55]2)[CH:48]=[CH:47]3)=[CH:41][CH:40]=1)[C:32]1[CH:37]=[CH:36][CH:35]=[CH:34][CH:33]=1. No catalyst specified. (8) The reactants are Cl[C:2]1[N:7]2[N:8]=[CH:9][C:10]([C:11]([O:13][CH2:14][CH3:15])=[O:12])=[C:6]2[N:5]=[CH:4][C:3]=1[C:16]([O:18][CH3:19])=[O:17].[F:20][C:21]1[CH:27]=[CH:26][C:25]([CH3:28])=[CH:24][C:22]=1[NH2:23]. No catalyst specified. The product is [CH2:14]([O:13][C:11]([C:10]1[CH:9]=[N:8][N:7]2[C:2]([NH:23][C:22]3[CH:24]=[C:25]([CH3:28])[CH:26]=[CH:27][C:21]=3[F:20])=[C:3]([C:16]([O:18][CH3:19])=[O:17])[CH:4]=[N:5][C:6]=12)=[O:12])[CH3:15]. The yield is 0.470. (9) The reactants are I[C:2]1[CH:7]=[CH:6][CH:5]=[C:4]([CH3:8])[C:3]=1[CH3:9].[CH2:10]([CH:14]1[CH2:19][CH2:18][N:17]([CH2:20][CH2:21][CH2:22][C:23]#N)[CH2:16][CH2:15]1)[CH2:11][CH2:12][CH3:13].C(Cl)Cl.C[OH:29]. The catalyst is CCOCC.C(Cl)Cl. The product is [CH2:10]([CH:14]1[CH2:19][CH2:18][N:17]([CH2:20][CH2:21][CH2:22][C:23]([C:2]2[CH:7]=[CH:6][CH:5]=[C:4]([CH3:8])[C:3]=2[CH3:9])=[O:29])[CH2:16][CH2:15]1)[CH2:11][CH2:12][CH3:13]. The yield is 0.640.